From a dataset of Reaction yield outcomes from USPTO patents with 853,638 reactions. Predict the reaction yield, written as a fraction of the theoretical maximum amount of product (1.0 means a 100% yield; for example, 0.34 means a 34% yield). (1) The reactants are [C:1]([O:5][C:6]([N:8]1[CH2:13][CH2:12][CH:11]([NH:14][CH3:15])[CH2:10][CH2:9]1)=[O:7])([CH3:4])([CH3:3])[CH3:2].[O:16]1[CH2:19][C:18](=O)[CH2:17]1.C(O[BH-](OC(=O)C)OC(=O)C)(=O)C.[Na+]. The catalyst is ClCCCl. The product is [C:1]([O:5][C:6]([N:8]1[CH2:9][CH2:10][CH:11]([N:14]([CH3:15])[CH:18]2[CH2:17][O:16][CH2:19]2)[CH2:12][CH2:13]1)=[O:7])([CH3:4])([CH3:3])[CH3:2]. The yield is 0.160. (2) The reactants are [C:1]([Si:5]([CH3:24])([CH3:23])[O:6][C:7]1[C:8]([F:22])=[C:9](/[CH:14]=[N:15]/[S@@:16]([C:18]([CH3:21])([CH3:20])[CH3:19])=[O:17])[CH:10]=[CH:11][C:12]=1[Cl:13])([CH3:4])([CH3:3])[CH3:2].[CH2:25]([Mg]Br)[CH3:26]. The catalyst is C1COCC1. The product is [C:1]([Si:5]([CH3:24])([CH3:23])[O:6][C:7]1[C:8]([F:22])=[C:9]([C@H:14]([NH:15][S@@:16]([C:18]([CH3:21])([CH3:20])[CH3:19])=[O:17])[CH2:25][CH3:26])[CH:10]=[CH:11][C:12]=1[Cl:13])([CH3:4])([CH3:3])[CH3:2]. The yield is 0.520. (3) The reactants are Cl[C:2]1[CH:11]=[CH:10][C:9]2[C:4](=[C:5]3[CH:15]=[CH:14][CH:13]=[CH:12][C:6]3=[CH:7][CH:8]=2)[N:3]=1.[Br:16][Si](C)(C)C.C(#N)CC.[OH-].[Na+]. No catalyst specified. The product is [Br:16][C:2]1[CH:11]=[CH:10][C:9]2[C:4](=[C:5]3[CH:15]=[CH:14][CH:13]=[CH:12][C:6]3=[CH:7][CH:8]=2)[N:3]=1. The yield is 0.960. (4) The reactants are COC1C=C(OC)C=CC=1C[N:6]([C:31]1[CH:36]=[CH:35][N:34]=[CH:33][N:32]=1)[S:7]([C:10]1[CH:15]=[C:14]([F:16])[C:13]([O:17][C@H:18]2[CH2:23][CH2:22][CH2:21][CH2:20][C@@H:19]2[C:24]2[CH:25]=[N:26][CH:27]=[CH:28][CH:29]=2)=[CH:12][C:11]=1[F:30])(=[O:9])=[O:8].C([SiH](CC)CC)C.FC(F)(F)C(O)=O. The catalyst is ClCCl. The product is [F:30][C:11]1[CH:12]=[C:13]([O:17][C@H:18]2[CH2:23][CH2:22][CH2:21][CH2:20][C@@H:19]2[C:24]2[CH:25]=[N:26][CH:27]=[CH:28][CH:29]=2)[C:14]([F:16])=[CH:15][C:10]=1[S:7]([NH:6][C:31]1[CH:36]=[CH:35][N:34]=[CH:33][N:32]=1)(=[O:8])=[O:9]. The yield is 0.920. (5) The reactants are [CH:1]([N:4]1[CH2:9][CH2:8][CH:7]([O:10][C:11]2[CH:19]=[CH:18][C:17]3[N:16]4[CH2:20][CH2:21][NH:22][C:23](=[O:24])[C:15]4=[CH:14][C:13]=3[CH:12]=2)[CH2:6][CH2:5]1)([CH3:3])[CH3:2].Cl[CH2:26][C:27]([N:29]([CH:33]([CH3:35])[CH3:34])[CH:30]([CH3:32])[CH3:31])=[O:28].[H-].[Na+]. No catalyst specified. The product is [CH:30]([N:29]([CH:33]([CH3:35])[CH3:34])[C:27](=[O:28])[CH2:26][N:22]1[CH2:21][CH2:20][N:16]2[C:17]3[CH:18]=[CH:19][C:11]([O:10][CH:7]4[CH2:8][CH2:9][N:4]([CH:1]([CH3:3])[CH3:2])[CH2:5][CH2:6]4)=[CH:12][C:13]=3[CH:14]=[C:15]2[C:23]1=[O:24])([CH3:32])[CH3:31]. The yield is 0.310.